From a dataset of Forward reaction prediction with 1.9M reactions from USPTO patents (1976-2016). Predict the product of the given reaction. (1) Given the reactants [C:1]1([CH3:11])[CH:6]=[CH:5][C:4]([S:7](Cl)(=[O:9])=[O:8])=[CH:3][CH:2]=1.[NH2:12][CH2:13][CH2:14][NH:15][CH2:16][CH2:17][NH2:18].[OH2:19], predict the reaction product. The product is: [C:1]1([CH3:11])[CH:6]=[CH:5][C:4]([S:7]([CH:13]([CH2:14][NH:15][CH2:16][CH2:17][NH2:18])[N:12]([S:7]([C:4]2[CH:5]=[CH:6][C:1]([CH3:11])=[CH:2][CH:3]=2)(=[O:9])=[O:8])[S:7]([C:4]2[CH:5]=[CH:6][C:1]([CH3:11])=[CH:2][CH:3]=2)(=[O:8])=[O:19])(=[O:9])=[O:8])=[CH:3][CH:2]=1. (2) Given the reactants COCC=CC1C(C)=CC=[CH:23][C:7]=1[C:8]([NH:10][C:11]1([C:20]([OH:22])=[O:21])[CH2:19][C:18]2[C:13](=[CH:14][CH:15]=[CH:16][CH:17]=2)[CH2:12]1)=[O:9].CN(C(ON1N=NC2C=[CH:40][CH:41]=[CH:42][C:37]1=2)=[N+](C)C)C.[F:45][P-](F)(F)(F)(F)F.C([O:54][C:55]([C:57]1(N)[CH2:65]C2C(=CC=C(F)C=2)[CH2:58]1)=O)C.CCN([CH:74]([CH3:76])C)C(C)C.[CH2:77]([Cl:79])Cl, predict the reaction product. The product is: [CH2:74]([O:22][C:20]([C:11]1([NH:10][C:8](=[O:9])[C:7]2[CH:23]=[C:77]([Cl:79])[CH:58]=[C:57]([CH3:65])[C:55]=2[O:54][CH:37]2[CH2:42][CH2:41][CH2:40]2)[CH2:19][C:18]2[C:13](=[CH:14][CH:15]=[C:16]([F:45])[CH:17]=2)[CH2:12]1)=[O:21])[CH3:76]. (3) Given the reactants [CH3:1][CH:2]1[CH2:7][CH2:6][N:5]([C:8]2[C:13]([CH2:14][NH:15][C:16](=[O:28])[CH:17]([C:19]3[CH:20]=[CH:21][C:22]([C:25](O)=[O:26])=[N:23][CH:24]=3)[CH3:18])=[CH:12][CH:11]=[C:10]([C:29]([F:32])([F:31])[F:30])[N:9]=2)[CH2:4][CH2:3]1.S(Cl)(Cl)=O.[NH2:37][C:38]1[CH:43]=[CH:42][CH:41]=[CH:40][CH:39]=1.C(N(CC)CC)C, predict the reaction product. The product is: [CH3:1][CH:2]1[CH2:7][CH2:6][N:5]([C:8]2[C:13]([CH2:14][NH:15][C:16](=[O:28])[CH:17]([C:19]3[CH:20]=[CH:21][C:22]([C:25]([NH:37][C:38]4[CH:43]=[CH:42][CH:41]=[CH:40][CH:39]=4)=[O:26])=[N:23][CH:24]=3)[CH3:18])=[CH:12][CH:11]=[C:10]([C:29]([F:30])([F:31])[F:32])[N:9]=2)[CH2:4][CH2:3]1. (4) Given the reactants [CH3:1][C:2]1[CH:8]=[CH:7][C:5]([NH2:6])=[C:4]([C:9]#[C:10][Si](C)(C)C)[CH:3]=1.CO.CCOCC.C([O-])([O-])=O.[K+].[K+], predict the reaction product. The product is: [C:9]([C:4]1[CH:3]=[C:2]([CH3:1])[CH:8]=[CH:7][C:5]=1[NH2:6])#[CH:10]. (5) Given the reactants [CH3:1][C:2]1[N:6]=[C:5]([C:7]2[CH:15]=[CH:14][C:10]([C:11]([OH:13])=O)=[CH:9][CH:8]=2)[O:4][N:3]=1.C(Cl)CCl.C1C=CC2N(O)N=NC=2C=1.C(N(CC)CC)C.[CH3:37][O:38][C:39]([C:41]1([C:47]2[CH:52]=[CH:51][CH:50]=[CH:49][CH:48]=2)[CH2:46][CH2:45][NH:44][CH2:43][CH2:42]1)=[O:40], predict the reaction product. The product is: [CH3:37][O:38][C:39]([C:41]1([C:47]2[CH:52]=[CH:51][CH:50]=[CH:49][CH:48]=2)[CH2:42][CH2:43][N:44]([C:11](=[O:13])[C:10]2[CH:9]=[CH:8][C:7]([C:5]3[O:4][N:3]=[C:2]([CH3:1])[N:6]=3)=[CH:15][CH:14]=2)[CH2:45][CH2:46]1)=[O:40]. (6) Given the reactants [C:1]([C:3]1[C:8]([C:9]([F:12])([F:11])[F:10])=[CH:7][C:6]([NH:13]S(C)(=O)=O)=[C:5](I)[CH:4]=1)#[N:2].[C:19]([Si:23]([O:26][C:27]([CH3:31])([CH3:30])[C:28]#[CH:29])([CH3:25])[CH3:24])([CH3:22])([CH3:21])[CH3:20].CCN(CC)CC.O, predict the reaction product. The product is: [C:19]([Si:23]([CH3:25])([CH3:24])[O:26][C:27]([C:28]1[NH:13][C:6]2[C:5]([CH:29]=1)=[CH:4][C:3]([C:1]#[N:2])=[C:8]([C:9]([F:12])([F:11])[F:10])[CH:7]=2)([CH3:30])[CH3:31])([CH3:22])([CH3:21])[CH3:20].